Dataset: Catalyst prediction with 721,799 reactions and 888 catalyst types from USPTO. Task: Predict which catalyst facilitates the given reaction. (1) Reactant: [OH:1][C:2]1[CH:7]=[CH:6][CH:5]=[CH:4][C:3]=1[C:8]1[CH:9]=[CH:10][C:11](=[O:15])[N:12]([CH3:14])[N:13]=1.F[C:17]1[CH:24]=[CH:23][C:20]([C:21]#[N:22])=[CH:19][CH:18]=1.[H-].[Na+]. Product: [CH3:14][N:12]1[C:11](=[O:15])[CH:10]=[CH:9][C:8]([C:3]2[CH:4]=[CH:5][CH:6]=[CH:7][C:2]=2[O:1][C:17]2[CH:24]=[CH:23][C:20]([C:21]#[N:22])=[CH:19][CH:18]=2)=[N:13]1. The catalyst class is: 13. (2) Reactant: [NH2:1][CH2:2][CH2:3][CH2:4][OH:5].Cl[C:7]([O:9][CH2:10][C:11]1[CH:16]=[CH:15][CH:14]=[CH:13][CH:12]=1)=[O:8]. Product: [C:7]([NH:1][CH2:2][CH2:3][CH2:4][OH:5])([O:9][CH2:10][C:11]1[CH:16]=[CH:15][CH:14]=[CH:13][CH:12]=1)=[O:8]. The catalyst class is: 2. (3) Reactant: [CH3:1][O:2][C:3]([C:5]1[CH:10]=[C:9](Cl)[N:8]=[C:7]([C:12]([O:14][CH2:15][CH3:16])=[O:13])[CH:6]=1)=[O:4].C1(P(C2C=CC=CC=2)C2C=CC3C(=CC=CC=3)C=2C2C3C(=CC=CC=3)C=CC=2P(C2C=CC=CC=2)C2C=CC=CC=2)C=CC=CC=1.C(=O)([O-])[O-].[Cs+].[Cs+].[CH:69]1([NH2:73])[CH2:72][CH2:71][CH2:70]1. Product: [CH3:1][O:2][C:3]([C:5]1[CH:10]=[C:9]([NH:73][CH:69]2[CH2:72][CH2:71][CH2:70]2)[N:8]=[C:7]([C:12]([O:14][CH2:15][CH3:16])=[O:13])[CH:6]=1)=[O:4]. The catalyst class is: 487.